Dataset: Full USPTO retrosynthesis dataset with 1.9M reactions from patents (1976-2016). Task: Predict the reactants needed to synthesize the given product. (1) Given the product [Cl:18][C:13]1[C:12]2[C:11]3[C:10](=[C:21]([CH3:22])[O:20][N:19]=3)[C:9](=[O:23])[N:8]([CH:4]3[CH2:5][CH2:6][CH2:7][CH:2]([NH:1][C:32](=[O:33])[CH2:31][NH:30][C:24]4[CH:29]=[CH:28][CH:27]=[CH:26][CH:25]=4)[CH2:3]3)[C:17]=2[CH:16]=[CH:15][CH:14]=1, predict the reactants needed to synthesize it. The reactants are: [NH2:1][CH:2]1[CH2:7][CH2:6][CH2:5][CH:4]([N:8]2[C:17]3[CH:16]=[CH:15][CH:14]=[C:13]([Cl:18])[C:12]=3[C:11]3=[N:19][O:20][C:21]([CH3:22])=[C:10]3[C:9]2=[O:23])[CH2:3]1.[C:24]1([NH:30][CH2:31][C:32](O)=[O:33])[CH:29]=[CH:28][CH:27]=[CH:26][CH:25]=1.ON1C2N=CC=CC=2N=N1.Cl.C(N=C=N)C.CC1C=C(C)C=C(C)N=1. (2) Given the product [O:20]1[C:24]2[CH:25]=[CH:26][C:27]([C:2]3[C:7]4[C:8]([CH3:12])=[N:9][N:10]([CH3:11])[C:6]=4[CH:5]=[C:4]([C:13]4[CH:18]=[CH:17][C:16]([F:19])=[CH:15][CH:14]=4)[N:3]=3)=[CH:28][C:23]=2[O:22][CH2:21]1, predict the reactants needed to synthesize it. The reactants are: Cl[C:2]1[C:7]2[C:8]([CH3:12])=[N:9][N:10]([CH3:11])[C:6]=2[CH:5]=[C:4]([C:13]2[CH:18]=[CH:17][C:16]([F:19])=[CH:15][CH:14]=2)[N:3]=1.[O:20]1[C:24]2[CH:25]=[CH:26][CH:27]=[CH:28][C:23]=2[O:22][CH2:21]1.C1C=C(B(O)O)C=CC=1.C([O-])([O-])=O.[Na+].[Na+]. (3) Given the product [F:1][C:2]1[CH:8]=[CH:7][CH:6]=[CH:5][C:3]=1[NH:4][C:16]([C:18]1[C:27]2[C:26]3[N:28]=[CH:29][N:30]=[CH:31][C:25]=3[CH2:24][CH2:23][CH2:22][C:21]=2[NH:20][CH:19]=1)=[O:15], predict the reactants needed to synthesize it. The reactants are: [F:1][C:2]1[CH:8]=[CH:7][CH:6]=[CH:5][C:3]=1[NH2:4].C[Al](C)C.C([O:15][C:16]([C:18]1[C:27]2[C:26]3[N:28]=[CH:29][N:30]=[CH:31][C:25]=3[CH2:24][CH2:23][CH2:22][C:21]=2[NH:20][CH:19]=1)=O)C.O. (4) Given the product [CH:17]1([N:14]2[CH2:15][CH2:16][N:11]([CH2:10][CH2:9][CH:5]3[O:6][C:7](=[O:8])[C:3]([CH2:25][CH3:26])([CH2:1][CH3:2])[CH2:4]3)[CH2:12][CH2:13]2)[CH2:18][CH2:21][CH2:22][CH2:23][CH2:24]1, predict the reactants needed to synthesize it. The reactants are: [CH2:1]([C:3]1([CH2:25][CH3:26])[C:7](=[O:8])[O:6][CH:5]([CH2:9][CH2:10][N:11]2[CH2:16][CH2:15][N:14]([C:17]3[CH:24]=[CH:23][CH:22]=[CH:21][C:18]=3C#N)[CH2:13][CH2:12]2)[CH2:4]1)[CH3:2].C1(N2CCNCC2)CCCCC1.N1(C2C=CC=CC=2C#N)CCNCC1. (5) Given the product [C:15]([O:19][C:20](=[O:29])[NH:21][C@H:22]1[CH2:23][CH2:24][C@@H:25]([NH:28][C:2]2[N:11]=[C:10]([N:12]([CH3:14])[CH3:13])[C:9]3[C:4](=[CH:5][CH:6]=[CH:7][CH:8]=3)[N:3]=2)[CH2:26][CH2:27]1)([CH3:18])([CH3:16])[CH3:17], predict the reactants needed to synthesize it. The reactants are: Cl[C:2]1[N:11]=[C:10]([N:12]([CH3:14])[CH3:13])[C:9]2[C:4](=[CH:5][CH:6]=[CH:7][CH:8]=2)[N:3]=1.[C:15]([O:19][C:20](=[O:29])[NH:21][C@H:22]1[CH2:27][CH2:26][C@@H:25]([NH2:28])[CH2:24][CH2:23]1)([CH3:18])([CH3:17])[CH3:16].C([O-])(O)=O.[Na+].